Dataset: Reaction yield outcomes from USPTO patents with 853,638 reactions. Task: Predict the reaction yield, written as a fraction of the theoretical maximum amount of product (1.0 means a 100% yield; for example, 0.34 means a 34% yield). (1) The reactants are [CH2:1]([O:8][C:9]([C:11]1[CH:16]([C:17]2[CH:22]=[CH:21][C:20]([F:23])=[C:19]([F:24])[CH:18]=2)[NH:15][C:14]([O:25][CH3:26])=[N:13][C:12]=1[CH2:27][CH3:28])=[O:10])[C:2]1[CH:7]=[CH:6][CH:5]=[CH:4][CH:3]=1.Cl[C:30]([O:32][C:33]1[CH:38]=[CH:37][C:36]([N+:39]([O-:41])=[O:40])=[CH:35][CH:34]=1)=[O:31]. The catalyst is CN(C)C1C=CN=CC=1.C(Cl)Cl. The product is [CH2:1]([O:8][C:9]([C:11]1[CH:16]([C:17]2[CH:22]=[CH:21][C:20]([F:23])=[C:19]([F:24])[CH:18]=2)[N:15]([C:30]([O:32][C:33]2[CH:34]=[CH:35][C:36]([N+:39]([O-:41])=[O:40])=[CH:37][CH:38]=2)=[O:31])[C:14]([O:25][CH3:26])=[N:13][C:12]=1[CH2:27][CH3:28])=[O:10])[C:2]1[CH:7]=[CH:6][CH:5]=[CH:4][CH:3]=1. The yield is 0.500. (2) The reactants are CS(O[CH2:6][CH:7]1[CH2:15][CH:14]([CH2:16]OS(C)(=O)=O)[CH2:13][C:8]21[O:12][CH2:11][CH2:10][O:9]2)(=O)=O.[NH3:22]. No catalyst specified. The product is [CH2:11]1[O:12][C:8]2([CH2:13][CH:14]3[CH2:15][CH:7]2[CH2:6][NH:22][CH2:16]3)[O:9][CH2:10]1. The yield is 1.00. (3) The reactants are [Li][CH2:2]CCC.[F:6][C:7]1[CH:8]=[C:9]([CH:12]=[CH:13][CH:14]=1)[CH:10]=O. The catalyst is O1CCCC1. The product is [F:6][C:7]1[CH:14]=[CH:13][CH:12]=[C:9]([CH:10]=[CH2:2])[CH:8]=1. The yield is 0.710. (4) The reactants are [CH3:1][N:2]([CH3:27])[C:3]([C:5]1[CH:25]=[CH:24][C:8]([O:9][C:10]2[C:15]3[CH2:16][C:17]([CH3:20])([CH3:19])[O:18][C:14]=3[CH:13]=[C:12]([C:21]([OH:23])=O)[CH:11]=2)=[CH:7][C:6]=1[F:26])=[O:4].S(Cl)(Cl)=O.[NH2:32][C:33]1[CH:37]=[C:36]([CH3:38])[O:35][N:34]=1. The catalyst is C(Cl)Cl.CN(C=O)C.CN(C1C=CN=CC=1)C. The product is [CH3:38][C:36]1[O:35][N:34]=[C:33]([NH:32][C:21]([C:12]2[CH:11]=[C:10]([O:9][C:8]3[CH:24]=[CH:25][C:5]([C:3](=[O:4])[N:2]([CH3:1])[CH3:27])=[C:6]([F:26])[CH:7]=3)[C:15]3[CH2:16][C:17]([CH3:19])([CH3:20])[O:18][C:14]=3[CH:13]=2)=[O:23])[CH:37]=1. The yield is 0.100.